Dataset: Reaction yield outcomes from USPTO patents with 853,638 reactions. Task: Predict the reaction yield, written as a fraction of the theoretical maximum amount of product (1.0 means a 100% yield; for example, 0.34 means a 34% yield). (1) The reactants are [S:1]([O:8]S(C(F)(F)F)(=O)=O)([C:4]([F:7])([F:6])[F:5])(=[O:3])=[O:2].[Si:16]([O:23][CH2:24][C@H:25]1[N:29]([C:30](=[O:53])[C:31]2[CH:36]=[C:35]([O:37][CH3:38])[C:34]([O:39][Si:40]([CH:47]([CH3:49])[CH3:48])([CH:44]([CH3:46])[CH3:45])[CH:41]([CH3:43])[CH3:42])=[CH:33][C:32]=2[N+:50]([O-:52])=[O:51])[CH2:28][C:27](=O)[CH2:26]1)([C:19]([CH3:22])([CH3:21])[CH3:20])([CH3:18])[CH3:17].N1C(C)=CC=CC=1C. The catalyst is C(Cl)Cl. The product is [F:5][C:4]([F:7])([F:6])[S:1]([O:8][C:27]1[CH2:26][C@@H:25]([CH2:24][O:23][Si:16]([C:19]([CH3:21])([CH3:20])[CH3:22])([CH3:18])[CH3:17])[N:29]([C:30](=[O:53])[C:31]2[CH:36]=[C:35]([O:37][CH3:38])[C:34]([O:39][Si:40]([CH:41]([CH3:43])[CH3:42])([CH:44]([CH3:45])[CH3:46])[CH:47]([CH3:49])[CH3:48])=[CH:33][C:32]=2[N+:50]([O-:52])=[O:51])[CH:28]=1)(=[O:3])=[O:2]. The yield is 0.820. (2) The reactants are [CH:1]([C@H:4]1[N:9]([C:10]2[N:15]=[C:14]([C:16]([F:19])([F:18])[F:17])[C:13]([CH3:20])=[CH:12][N:11]=2)[CH2:8][CH2:7][N:6]2[C:21]3[CH:27]=[C:26]([S:28]([CH3:31])(=[O:30])=[O:29])[C:25]([C:32](OC)=[O:33])=[CH:24][C:22]=3[N:23]=[C:5]12)([CH3:3])[CH3:2].CC(C[AlH]CC(C)C)C. The catalyst is C1(C)C=CC=CC=1. The product is [CH:1]([C@H:4]1[N:9]([C:10]2[N:15]=[C:14]([C:16]([F:19])([F:17])[F:18])[C:13]([CH3:20])=[CH:12][N:11]=2)[CH2:8][CH2:7][N:6]2[C:21]3[CH:27]=[C:26]([S:28]([CH3:31])(=[O:29])=[O:30])[C:25]([CH2:32][OH:33])=[CH:24][C:22]=3[N:23]=[C:5]12)([CH3:3])[CH3:2]. The yield is 0.460.